The task is: Predict the product of the given reaction.. This data is from Forward reaction prediction with 1.9M reactions from USPTO patents (1976-2016). The product is: [Cl:34][C:6]1[CH:7]=[C:8]([C:11]2[CH:16]=[CH:15][C:14]([CH:17]([CH3:32])[C:18]([OH:31])([C:23]3[CH:28]=[CH:27][C:26](=[O:29])[NH:25][CH:24]=3)[C:19]([F:21])([F:20])[F:22])=[C:13]([Cl:33])[CH:12]=2)[CH:9]=[CH:10][C:5]=1[C:3]([OH:4])=[O:2]. Given the reactants C[O:2][C:3]([C:5]1[CH:10]=[CH:9][C:8]([C:11]2[CH:16]=[CH:15][C:14]([CH:17]([CH3:32])[C:18]([OH:31])([C:23]3[CH:24]=[N:25][C:26]([O:29]C)=[CH:27][CH:28]=3)[C:19]([F:22])([F:21])[F:20])=[C:13]([Cl:33])[CH:12]=2)=[CH:7][C:6]=1[Cl:34])=[O:4].Cl.[OH-].[Na+], predict the reaction product.